From a dataset of Forward reaction prediction with 1.9M reactions from USPTO patents (1976-2016). Predict the product of the given reaction. (1) Given the reactants CO[C:3](=[O:28])[CH:4]([N:13]([C:21]([O:23][C:24]([CH3:27])([CH3:26])[CH3:25])=[O:22])[C:14]([O:16][C:17]([CH3:20])([CH3:19])[CH3:18])=[O:15])[CH2:5][N:6]1[CH2:11][CH2:10][CH:9]([OH:12])[CH2:8][CH2:7]1.O.[OH-].[Li+].Cl.[NH:33]1[CH2:38][CH2:37][CH:36]([N:39]2[CH2:44][CH2:43][CH2:42][CH2:41][CH2:40]2)[CH2:35][CH2:34]1.C(N(CC)CC)C.[PH2](Cl)=O, predict the reaction product. The product is: [N:39]1([CH:36]2[CH2:37][CH2:38][N:33]([C:3](=[O:28])[CH:4]([N:13]([C:21]([O:23][C:24]([CH3:25])([CH3:27])[CH3:26])=[O:22])[C:14]([O:16][C:17]([CH3:19])([CH3:20])[CH3:18])=[O:15])[CH2:5][N:6]3[CH2:7][CH2:8][CH:9]([OH:12])[CH2:10][CH2:11]3)[CH2:34][CH2:35]2)[CH2:44][CH2:43][CH2:42][CH2:41][CH2:40]1. (2) Given the reactants [F:1][C:2]1[C:7]([CH:8]([CH3:10])[CH3:9])=[CH:6][C:5]([C:11]2[CH:19]=[C:18]3[C:14]([C:15](=[O:20])[CH2:16][CH2:17]3)=[CH:13][C:12]=2[C:21]([O:23][CH3:24])=[O:22])=[C:4]([O:25][CH3:26])[CH:3]=1.[CH3:27][Mg]Cl, predict the reaction product. The product is: [F:1][C:2]1[C:7]([CH:8]([CH3:9])[CH3:10])=[CH:6][C:5]([C:11]2[CH:19]=[C:18]3[C:14]([C:15]([OH:20])([CH3:27])[CH2:16][CH2:17]3)=[CH:13][C:12]=2[C:21]([O:23][CH3:24])=[O:22])=[C:4]([O:25][CH3:26])[CH:3]=1.